From a dataset of NCI-60 drug combinations with 297,098 pairs across 59 cell lines. Regression. Given two drug SMILES strings and cell line genomic features, predict the synergy score measuring deviation from expected non-interaction effect. (1) Drug 1: CC1=C(C=C(C=C1)NC2=NC=CC(=N2)N(C)C3=CC4=NN(C(=C4C=C3)C)C)S(=O)(=O)N.Cl. Drug 2: CS(=O)(=O)OCCCCOS(=O)(=O)C. Cell line: A549. Synergy scores: CSS=9.59, Synergy_ZIP=-3.38, Synergy_Bliss=-5.59, Synergy_Loewe=-7.76, Synergy_HSA=-7.16. (2) Drug 1: CN(C)N=NC1=C(NC=N1)C(=O)N. Drug 2: C1CN(CCN1C(=O)CCBr)C(=O)CCBr. Cell line: NCI-H522. Synergy scores: CSS=12.0, Synergy_ZIP=-7.31, Synergy_Bliss=-7.20, Synergy_Loewe=-10.2, Synergy_HSA=-4.50. (3) Drug 1: C1CC(C1)(C(=O)O)C(=O)O.[NH2-].[NH2-].[Pt+2]. Drug 2: CCCCC(=O)OCC(=O)C1(CC(C2=C(C1)C(=C3C(=C2O)C(=O)C4=C(C3=O)C=CC=C4OC)O)OC5CC(C(C(O5)C)O)NC(=O)C(F)(F)F)O. Cell line: HCT116. Synergy scores: CSS=51.7, Synergy_ZIP=-1.56, Synergy_Bliss=-3.80, Synergy_Loewe=-13.1, Synergy_HSA=-5.77.